This data is from Forward reaction prediction with 1.9M reactions from USPTO patents (1976-2016). The task is: Predict the product of the given reaction. (1) Given the reactants [Cl:1][CH:2]([Cl:17])[C:3](=O)[CH2:4][C:5]([C:7]1[CH:12]=[CH:11][C:10]([O:13][CH3:14])=[C:9]([F:15])[CH:8]=1)=O.[CH:18]1[C:23]([NH:24][NH2:25])=[CH:22][CH:21]=[C:20]([S:26]([NH2:29])(=[O:28])=[O:27])[CH:19]=1.Cl.O, predict the reaction product. The product is: [Cl:1][CH:2]([Cl:17])[C:3]1[CH:4]=[C:5]([C:7]2[CH:12]=[CH:11][C:10]([O:13][CH3:14])=[C:9]([F:15])[CH:8]=2)[N:24]([C:23]2[CH:18]=[CH:19][C:20]([S:26]([NH2:29])(=[O:28])=[O:27])=[CH:21][CH:22]=2)[N:25]=1. (2) Given the reactants [O-2].[Cr+3:2].[O-2].[O-2].[Cr+3].[S:6](=[O:10])(=[O:9])([OH:8])[OH:7], predict the reaction product. The product is: [S:6]([O-:10])([O-:9])(=[O:8])=[O:7].[Cr+3:2].[S:6]([O-:10])([O-:9])(=[O:8])=[O:7].[S:6]([O-:10])([O-:9])(=[O:8])=[O:7].[Cr+3:2].